The task is: Predict which catalyst facilitates the given reaction.. This data is from Catalyst prediction with 721,799 reactions and 888 catalyst types from USPTO. Reactant: [C:1]([O:5][C:6](=[O:23])[NH:7][CH2:8][CH2:9][CH2:10][CH2:11][CH2:12][CH2:13][NH:14][C:15]([CH:17]1[CH2:22][CH2:21][CH2:20][CH2:19][NH:18]1)=[O:16])([CH3:4])([CH3:3])[CH3:2].[C:24](O)(=[O:37])[CH2:25][CH2:26][CH2:27][CH2:28][CH2:29][CH2:30][CH2:31][CH2:32][CH2:33][CH2:34][CH2:35][CH3:36].CN(C(ON1N=NC2C=CC=NC1=2)=[N+](C)C)C.F[P-](F)(F)(F)(F)F.CCN(C(C)C)C(C)C. Product: [C:1]([O:5][C:6](=[O:23])[NH:7][CH2:8][CH2:9][CH2:10][CH2:11][CH2:12][CH2:13][NH:14][C:15]([C@@H:17]1[CH2:22][CH2:21][CH2:20][CH2:19][N:18]1[C:24](=[O:37])[CH2:25][CH2:26][CH2:27][CH2:28][CH2:29][CH2:30][CH2:31][CH2:32][CH2:33][CH2:34][CH2:35][CH3:36])=[O:16])([CH3:4])([CH3:2])[CH3:3]. The catalyst class is: 2.